This data is from Reaction yield outcomes from USPTO patents with 853,638 reactions. The task is: Predict the reaction yield, written as a fraction of the theoretical maximum amount of product (1.0 means a 100% yield; for example, 0.34 means a 34% yield). (1) The reactants are [CH3:1][S:2][C:3]1[N:8]=[C:7]([CH2:9][C:10]([C:12]2[CH:17]=[CH:16][CH:15]=[C:14]([N+:18]([O-:20])=[O:19])[CH:13]=2)=[O:11])[CH:6]=[CH:5][N:4]=1.[Br:21]Br. The catalyst is CC(O)=O. The product is [Br:21][CH:9]([C:7]1[CH:6]=[CH:5][N:4]=[C:3]([S:2][CH3:1])[N:8]=1)[C:10]([C:12]1[CH:17]=[CH:16][CH:15]=[C:14]([N+:18]([O-:20])=[O:19])[CH:13]=1)=[O:11]. The yield is 0.960. (2) The reactants are C([O:3][C:4](=[O:30])[CH2:5][O:6][C:7]1[CH:12]=[C:11]([F:13])[CH:10]=[CH:9][C:8]=1[C:14](=[S:29])[NH:15][CH2:16][C:17]1[S:18][C:19]2[C:25]([F:26])=[CH:24][C:23]([F:27])=[C:22]([F:28])[C:20]=2[N:21]=1)C.[OH-].[Na+]. The catalyst is C(O)C. The product is [F:13][C:11]1[CH:10]=[CH:9][C:8]([C:14](=[S:29])[NH:15][CH2:16][C:17]2[S:18][C:19]3[C:25]([F:26])=[CH:24][C:23]([F:27])=[C:22]([F:28])[C:20]=3[N:21]=2)=[C:7]([CH:12]=1)[O:6][CH2:5][C:4]([OH:30])=[O:3]. The yield is 0.570. (3) The catalyst is C1COCC1. The reactants are [N+:1]([C:4]1[CH:5]=[N:6][N:7]([CH2:9][O:10][CH2:11][CH2:12][Si:13]([CH3:16])([CH3:15])[CH3:14])[CH:8]=1)([O-:3])=[O:2].C[Si](C)(C)[N-][Si](C)(C)C.[Li+].[Cl:27]C(Cl)(Cl)C(Cl)(Cl)Cl. The yield is 0.980. The product is [Cl:27][C:8]1[N:7]([CH2:9][O:10][CH2:11][CH2:12][Si:13]([CH3:16])([CH3:15])[CH3:14])[N:6]=[CH:5][C:4]=1[N+:1]([O-:3])=[O:2].